Dataset: Full USPTO retrosynthesis dataset with 1.9M reactions from patents (1976-2016). Task: Predict the reactants needed to synthesize the given product. (1) Given the product [CH2:1]([O:3][C:4]1[CH:5]=[N:6][C:7]([C:10]2[CH:11]=[C:12]([CH:27]=[CH:28][CH:29]=2)[CH2:13][C:14]2[C:19](=[S:39])[CH:18]=[CH:17][N:16]([C:21]3[CH:22]=[N:23][N:24]([CH3:26])[CH:25]=3)[N:15]=2)=[N:8][CH:9]=1)[CH3:2], predict the reactants needed to synthesize it. The reactants are: [CH2:1]([O:3][C:4]1[CH:5]=[N:6][C:7]([C:10]2[CH:11]=[C:12]([CH:27]=[CH:28][CH:29]=2)[CH2:13][C:14]2[C:19](=O)[CH:18]=[CH:17][N:16]([C:21]3[CH:22]=[N:23][N:24]([CH3:26])[CH:25]=3)[N:15]=2)=[N:8][CH:9]=1)[CH3:2].COC1C=CC(P2(SP(C3C=CC(OC)=CC=3)(=S)S2)=[S:39])=CC=1. (2) Given the product [Cl:26][C:23]1[CH:24]=[CH:25][C:20]([C:18]([NH:17][CH:13]([CH2:12][C:7]2[C:5]3[C:4](=[CH:3][CH:2]=[CH:1][CH:6]=3)[NH:11][C:9](=[O:10])[CH:8]=2)[C:14]([O:16][C:31]#[C:32][CH3:33])=[O:15])=[O:19])=[CH:21][CH:22]=1, predict the reactants needed to synthesize it. The reactants are: [CH:1]1[CH:2]=[CH:3][C:4]2[NH:11][C:9](=[O:10])[CH:8]=[C:7]([CH2:12][CH:13]([NH:17][C:18]([C:20]3[CH:21]=[CH:22][C:23]([Cl:26])=[CH:24][CH:25]=3)=[O:19])[C:14]([OH:16])=[O:15])[C:5]=2[CH:6]=1.S(C1C=CC(C)=CC=1)(O[CH2:31][C:32]#[CH:33])(=O)=O. (3) Given the product [F:8][C:7]1[CH:6]=[CH:5][C:4]([C:9]2[N:13]3[CH:14]=[CH:15][C:16]([C:19]([OH:22])([CH3:21])[CH3:20])=[C:17]([F:18])[C:12]3=[N:11][CH:10]=2)=[CH:3][C:2]=1[C:28]1[CH:29]=[CH:30][C:25]([CH:23]=[O:24])=[CH:26][CH:27]=1, predict the reactants needed to synthesize it. The reactants are: Cl[C:2]1[CH:3]=[C:4]([C:9]2[N:13]3[CH:14]=[CH:15][C:16]([C:19]([OH:22])([CH3:21])[CH3:20])=[C:17]([F:18])[C:12]3=[N:11][CH:10]=2)[CH:5]=[CH:6][C:7]=1[F:8].[CH:23]([C:25]1[CH:30]=[CH:29][C:28](B(O)O)=[CH:27][CH:26]=1)=[O:24]. (4) The reactants are: [Cl:1][C:2]1[N:3]=[C:4]([N:15]2[CH2:20][CH2:19][O:18][CH2:17][CH2:16]2)[C:5]2[N:11]=[C:10]([C:12]([NH2:14])=[O:13])[CH:9]=[CH:8][C:6]=2[N:7]=1.CO[CH:23](OC)[N:24]([CH3:26])[CH3:25]. Given the product [Cl:1][C:2]1[N:3]=[C:4]([N:15]2[CH2:16][CH2:17][O:18][CH2:19][CH2:20]2)[C:5]2[N:11]=[C:10]([C:12](/[N:14]=[CH:23]/[N:24]([CH3:26])[CH3:25])=[O:13])[CH:9]=[CH:8][C:6]=2[N:7]=1, predict the reactants needed to synthesize it. (5) Given the product [CH3:22][N:23]([CH3:26])[C:24]1[N:3]([CH3:2])[C:4](=[O:31])[C:5]2[C:10]([C:11]3[C:12]([CH3:19])=[CH:13][C:14]([CH3:18])=[CH:15][C:16]=3[CH3:17])=[CH:9][N:8]([CH3:20])[C:6]=2[N:7]=1, predict the reactants needed to synthesize it. The reactants are: N[C:2]1[NH:3][C:4](=O)[C:5]2[C:10]([C:11]3[C:16]([CH3:17])=[CH:15][C:14]([CH3:18])=[CH:13][C:12]=3[CH3:19])=[CH:9][N:8]([CH3:20])[C:6]=2[N:7]=1.[CH3:22][N:23]([CH3:26])[CH:24]=O.[H-].[Na+].CI.[OH2:31].